Binary Classification. Given a drug SMILES string, predict its activity (active/inactive) in a high-throughput screening assay against a specified biological target. From a dataset of HIV replication inhibition screening data with 41,000+ compounds from the AIDS Antiviral Screen. (1) The molecule is CC(=O)OC12C3OC4(O)CC5(C)C(c6ccoc6)OC6(C(C)C)CC5C(C4)(OC1(O)C(C)=CC3(C)C)C2O6. The result is 0 (inactive). (2) The result is 0 (inactive). The compound is O=C(NCc1ccc(Cl)c(Cl)c1)c1nc2ccccc2nc1NCc1ccc(Cl)c(Cl)c1.